From a dataset of NCI-60 drug combinations with 297,098 pairs across 59 cell lines. Regression. Given two drug SMILES strings and cell line genomic features, predict the synergy score measuring deviation from expected non-interaction effect. (1) Drug 1: CCCS(=O)(=O)NC1=C(C(=C(C=C1)F)C(=O)C2=CNC3=C2C=C(C=N3)C4=CC=C(C=C4)Cl)F. Drug 2: C1CCC(C1)C(CC#N)N2C=C(C=N2)C3=C4C=CNC4=NC=N3. Cell line: MCF7. Synergy scores: CSS=2.40, Synergy_ZIP=0.0597, Synergy_Bliss=3.46, Synergy_Loewe=1.26, Synergy_HSA=1.46. (2) Drug 1: CC(C)(C#N)C1=CC(=CC(=C1)CN2C=NC=N2)C(C)(C)C#N. Drug 2: CCC1(C2=C(COC1=O)C(=O)N3CC4=CC5=C(C=CC(=C5CN(C)C)O)N=C4C3=C2)O.Cl. Cell line: T-47D. Synergy scores: CSS=11.3, Synergy_ZIP=2.39, Synergy_Bliss=7.32, Synergy_Loewe=-4.83, Synergy_HSA=5.84.